Dataset: Full USPTO retrosynthesis dataset with 1.9M reactions from patents (1976-2016). Task: Predict the reactants needed to synthesize the given product. (1) Given the product [CH3:34][C:23]1([CH2:22][OH:21])[O:27][C:26]2=[N:28][C:29]([N+:31]([O-:33])=[O:32])=[CH:30][N:25]2[CH2:24]1, predict the reactants needed to synthesize it. The reactants are: FC(F)(F)C(O)=O.C(OC1C=CC(C[O:21][CH2:22][C:23]2([CH3:34])[O:27][C:26]3=[N:28][C:29]([N+:31]([O-:33])=[O:32])=[CH:30][N:25]3[CH2:24]2)=CC=1)C1C=CC=CC=1.C1(OC)C=CC=CC=1. (2) Given the product [Cl:19][C:20]1[CH:25]=[CH:24][C:23]([CH2:26][C:27]2[C:28]([O:36][C@@H:37]3[O:54][C@H:53]([CH2:55][O:56][C:57](=[O:59])[CH3:58])[C@@H:48]([O:49][C:50](=[O:52])[CH3:51])[C@H:43]([O:44][C:45](=[O:47])[CH3:46])[C@H:38]3[O:39][C:40](=[O:42])[CH3:41])=[N:29][NH:30][C:31]=2[C:32]([F:34])([F:33])[F:35])=[CH:22][CH:21]=1.[Cl:1][C:2]1[CH:7]=[CH:6][C:5]([CH2:8][C:9]2[C:10]([O:18][C@@H:37]3[O:54][C@H:53]([CH2:55][OH:56])[C@@H:48]([OH:49])[C@H:43]([OH:44])[C@H:38]3[OH:39])=[N:11][NH:12][C:13]=2[C:14]([F:16])([F:15])[F:17])=[CH:4][CH:3]=1, predict the reactants needed to synthesize it. The reactants are: [Cl:1][C:2]1[CH:7]=[CH:6][C:5]([CH2:8][C:9]2[C:10](=[O:18])[NH:11][NH:12][C:13]=2[C:14]([F:17])([F:16])[F:15])=[CH:4][CH:3]=1.[Cl:19][C:20]1[CH:25]=[CH:24][C:23]([CH2:26][C:27]2[C:28]([O:36][C@@H:37]3[O:54][C@H:53]([CH2:55][O:56][C:57](=[O:59])[CH3:58])[C@@H:48]([O:49][C:50](=[O:52])[CH3:51])[C@H:43]([O:44][C:45](=[O:47])[CH3:46])[C@H:38]3[O:39][C:40](=[O:42])[CH3:41])=[N:29][NH:30][C:31]=2[C:32]([F:35])([F:34])[F:33])=[CH:22][CH:21]=1. (3) Given the product [Cl:1][C:2]1[N:3]=[CH:4][C:5]2[NH:21][C:11](=[O:12])[C:10]([F:17])([F:16])[CH2:9][N:8]([CH:18]([CH3:20])[CH3:19])[C:6]=2[N:7]=1, predict the reactants needed to synthesize it. The reactants are: [Cl:1][C:2]1[N:7]=[C:6]([N:8]([CH:18]([CH3:20])[CH3:19])[CH2:9][C:10]([F:17])([F:16])[C:11](OCC)=[O:12])[C:5]([N+:21]([O-])=O)=[CH:4][N:3]=1. (4) Given the product [CH3:60][O:61][C:62](=[O:63])[NH:64][C@H:65]([C:69]1[CH:74]=[CH:73][CH:72]=[CH:71][CH:70]=1)[C:66]([N:45]1[CH2:46][C@@H:47]([CH2:49][O:50][CH3:51])[CH2:48][C@H:44]1[C:42]1[NH:43][C:39]([C:34]2[CH:35]=[C:36]3[CH2:37][O:38][C:25]4[CH:24]=[C:23]5[C:28]([CH:29]=[CH:30][C:20]6[N:19]=[C:18]([C@@H:17]7[CH2:16][C@H:15]8[C@H:13]([CH2:14]8)[N:12]7[C:10](=[O:11])[C@@H:6]([NH:5][C:3]([O:2][CH3:1])=[O:4])[CH:7]([CH3:9])[CH3:8])[NH:22][C:21]=65)=[CH:27][C:26]=4[C:31]3=[CH:32][CH:33]=2)=[CH:40][N:41]=1)=[O:68], predict the reactants needed to synthesize it. The reactants are: [CH3:1][O:2][C:3]([NH:5][C@H:6]([C:10]([N:12]1[C@H:17]([C:18]2[NH:22][C:21]3[C:23]4[C:28]([CH:29]=[CH:30][C:20]=3[N:19]=2)=[CH:27][C:26]2[C:31]3[C:36]([CH2:37][O:38][C:25]=2[CH:24]=4)=[CH:35][C:34]([C:39]2[NH:43][C:42]([C@@H:44]4[CH2:48][C@H:47]([CH2:49][O:50][CH3:51])[CH2:46][N:45]4C(OC(C)(C)C)=O)=[N:41][CH:40]=2)=[CH:33][CH:32]=3)[CH2:16][C@H:15]2[C@@H:13]1[CH2:14]2)=[O:11])[CH:7]([CH3:9])[CH3:8])=[O:4].Cl.[CH3:60][O:61][C:62]([NH:64][C@H:65]([C:69]1[CH:74]=[CH:73][CH:72]=[CH:71][CH:70]=1)[C:66]([OH:68])=O)=[O:63].CCN(C(C)C)C(C)C.CCOC(C(C#N)=NOC(N1CCOCC1)=[N+](C)C)=O.F[P-](F)(F)(F)(F)F.